Dataset: Catalyst prediction with 721,799 reactions and 888 catalyst types from USPTO. Task: Predict which catalyst facilitates the given reaction. (1) Reactant: [Br:1][CH2:2][C:3]([C:5]1[CH:10]=[CH:9][CH:8]=[C:7]([NH:11][S:12]([CH3:15])(=[O:14])=[O:13])[CH:6]=1)=[O:4]. Product: [Br:1][CH2:2][CH:3]([C:5]1[CH:6]=[C:7]([NH:11][S:12]([CH3:15])(=[O:14])=[O:13])[CH:8]=[CH:9][CH:10]=1)[OH:4]. The catalyst class is: 254. (2) Reactant: [NH2:1][C:2]1[C:3]([OH:12])=[C:4]([CH:9]=[CH:10][CH:11]=1)[C:5]([O:7][CH3:8])=[O:6].[N:13]1[CH:18]=[CH:17][CH:16]=[CH:15][CH:14]=1.N1C=CC=C([C:25]2[CH:33]=[CH:32][C:28]([C:29](Cl)=[O:30])=[CH:27][CH:26]=2)C=1. Product: [OH:12][C:3]1[C:2]([NH:1][C:29](=[O:30])[C:28]2[CH:32]=[CH:33][C:25]([C:16]3[CH:17]=[CH:18][N:13]=[CH:14][CH:15]=3)=[CH:26][CH:27]=2)=[CH:11][CH:10]=[CH:9][C:4]=1[C:5]([O:7][CH3:8])=[O:6]. The catalyst class is: 11. (3) Reactant: Cl[C:2]1[CH:7]=[C:6]([NH2:8])[CH:5]=[CH:4][N:3]=1.[C:9]1(B(O)O)[CH:14]=[CH:13][CH:12]=[CH:11][CH:10]=1.C(=O)([O-])[O-].[Na+].[Na+]. Product: [C:9]1([C:2]2[CH:7]=[C:6]([NH2:8])[CH:5]=[CH:4][N:3]=2)[CH:14]=[CH:13][CH:12]=[CH:11][CH:10]=1. The catalyst class is: 109.